Dataset: Full USPTO retrosynthesis dataset with 1.9M reactions from patents (1976-2016). Task: Predict the reactants needed to synthesize the given product. (1) Given the product [C:1]1([C:32]2[C:10]([C:18]3[CH:19]=[CH:20][CH:21]=[CH:22][CH:23]=3)=[C:11]([C:12]3[CH:13]=[CH:14][CH:15]=[CH:16][CH:17]=3)[C:7]([C:1]3[CH:6]=[CH:5][CH:4]=[CH:3][CH:2]=3)=[CH:8][C:31]=2[C:33]2[CH:38]=[CH:37][C:36]([C:39]3[CH:44]=[CH:43][CH:42]=[CH:41][N:40]=3)=[CH:35][CH:34]=2)[CH:6]=[CH:5][CH:4]=[CH:3][CH:2]=1, predict the reactants needed to synthesize it. The reactants are: [C:1]1([C:7]2[C:8](=O)C(C3C=CC=CC=3)=[C:10]([C:18]3[CH:23]=[CH:22][CH:21]=[CH:20][CH:19]=3)[C:11]=2[C:12]2[CH:17]=[CH:16][CH:15]=[CH:14][CH:13]=2)[CH:6]=[CH:5][CH:4]=[CH:3][CH:2]=1.[C:31]([C:33]1[CH:38]=[CH:37][C:36]([C:39]2[CH:44]=[CH:43][CH:42]=[CH:41][N:40]=2)=[CH:35][CH:34]=1)#[CH:32]. (2) Given the product [CH3:6][C:7]1[N:8]=[C:9]([C:14]([C:15]2[CH:16]=[CH:17][CH:18]=[CH:19][C:20]=2[C:12]([OH:22])=[O:13])=[O:21])[S:10][CH:11]=1, predict the reactants needed to synthesize it. The reactants are: C([Li])CCC.[CH3:6][C:7]1[N:8]=[CH:9][S:10][CH:11]=1.[C:12]1(=[O:22])[C:20]2[C:15](=[CH:16][CH:17]=[CH:18][CH:19]=2)[C:14](=[O:21])[O:13]1. (3) The reactants are: Cl[C:2]1[C:3]2[CH:10]=[CH:9][N:8]([CH2:11][O:12][CH2:13][CH2:14][Si:15]([CH3:18])([CH3:17])[CH3:16])[C:4]=2[N:5]=[CH:6][N:7]=1.CC1(C)C(C)(C)OB([C:27]2[CH:28]=[N:29][NH:30][CH:31]=2)O1.CN(C=O)C.C(=O)([O-])[O-].[K+].[K+]. Given the product [NH:29]1[CH:28]=[C:27]([C:2]2[C:3]3[CH:10]=[CH:9][N:8]([CH2:11][O:12][CH2:13][CH2:14][Si:15]([CH3:18])([CH3:17])[CH3:16])[C:4]=3[N:5]=[CH:6][N:7]=2)[CH:31]=[N:30]1, predict the reactants needed to synthesize it.